This data is from Catalyst prediction with 721,799 reactions and 888 catalyst types from USPTO. The task is: Predict which catalyst facilitates the given reaction. Reactant: C(Cl)(Cl)Cl.[Cl:5][C:6]1[CH:7]=[CH:8][C:9]2[N:10]([CH:12]=[C:13]([NH:15][C:16](=[O:18])[CH3:17])[N:14]=2)[N:11]=1.C1C(=O)N([I:26])C(=O)C1. Product: [Cl:5][C:6]1[CH:7]=[CH:8][C:9]2[N:10]([C:12]([I:26])=[C:13]([NH:15][C:16](=[O:18])[CH3:17])[N:14]=2)[N:11]=1. The catalyst class is: 6.